Dataset: Full USPTO retrosynthesis dataset with 1.9M reactions from patents (1976-2016). Task: Predict the reactants needed to synthesize the given product. (1) Given the product [C:1]([C:9]1[CH:10]=[C:11]([CH:12]=[CH:13][CH:14]=1)[C:15](=[N:23][NH:24][C:25]([NH2:27])=[S:26])[C:16]1[CH:21]=[CH:20][CH:19]=[CH:18][CH:17]=1)(=[O:8])[C:2]1[CH:7]=[CH:6][CH:5]=[CH:4][CH:3]=1, predict the reactants needed to synthesize it. The reactants are: [C:1]([C:9]1[CH:14]=[CH:13][CH:12]=[C:11]([C:15](=O)[C:16]2[CH:21]=[CH:20][CH:19]=[CH:18][CH:17]=2)[CH:10]=1)(=[O:8])[C:2]1[CH:7]=[CH:6][CH:5]=[CH:4][CH:3]=1.[NH2:23][NH:24][C:25]([NH2:27])=[S:26]. (2) Given the product [CH2:7]([O:6][C:4]([C:3]1[N:11]=[C:10]([SH:13])[S:12][CH:2]=1)=[O:5])[CH3:8], predict the reactants needed to synthesize it. The reactants are: Br[CH2:2][C:3](=O)[C:4]([O:6][CH2:7][CH3:8])=[O:5].[C:10](=[S:13])([S-:12])[NH2:11].[NH4+]. (3) The reactants are: [OH:1][CH:2]1[CH2:5][C:4]([CH2:13][C:14]([O:16][CH2:17][CH3:18])=[O:15])([C:6]2[CH:11]=[CH:10][C:9]([OH:12])=[CH:8][CH:7]=2)[CH2:3]1.CCN(C(C)C)C(C)C. Given the product [OH:12][C:9]1[CH:8]=[CH:7][C:6]([C:4]2([CH2:13][C:14]([O:16][CH2:17][CH3:18])=[O:15])[CH2:3][C:2](=[O:1])[CH2:5]2)=[CH:11][CH:10]=1, predict the reactants needed to synthesize it. (4) Given the product [F:16][C:12]1[CH:13]=[CH:14][CH:15]=[C:10]([F:9])[C:11]=1[C:17]1[S:18][CH:19]=[C:20]([C:22]([NH:25][C:26]2[C:27]([N:44]3[CH2:49][CH2:48][CH2:47][C@H:46]([NH:50][C:51](=[O:57])[O:52][C:53]([CH3:55])([CH3:54])[CH3:56])[CH2:45]3)=[C:28]3[CH:34]=[CH:33][N:32]([S:35]([C:38]4[CH:39]=[CH:40][CH:41]=[CH:42][CH:43]=4)(=[O:37])=[O:36])[C:29]3=[N:30][CH:31]=2)=[O:24])[N:21]=1, predict the reactants needed to synthesize it. The reactants are: ClC(N(C)C)=C(C)C.[F:9][C:10]1[CH:15]=[CH:14][CH:13]=[C:12]([F:16])[C:11]=1[C:17]1[S:18][CH:19]=[C:20]([C:22]([OH:24])=O)[N:21]=1.[NH2:25][C:26]1[C:27]([N:44]2[CH2:49][CH2:48][CH2:47][C@H:46]([NH:50][C:51](=[O:57])[O:52][C:53]([CH3:56])([CH3:55])[CH3:54])[CH2:45]2)=[C:28]2[CH:34]=[CH:33][N:32]([S:35]([C:38]3[CH:43]=[CH:42][CH:41]=[CH:40][CH:39]=3)(=[O:37])=[O:36])[C:29]2=[N:30][CH:31]=1.N1C=CC=CC=1. (5) Given the product [CH3:21][O:11][C:10](=[O:12])[CH2:9][C:6]1[C:5]2[CH:13]=[C:14]([CH3:15])[C:2]([OH:1])=[CH:3][C:4]=2[O:8][CH:7]=1, predict the reactants needed to synthesize it. The reactants are: [OH:1][C:2]1[C:14]([CH3:15])=[CH:13][C:5]2[C:6]([CH2:9][C:10]([OH:12])=[O:11])=[CH:7][O:8][C:4]=2[CH:3]=1.S(=O)(=O)(O)O.[CH3:21]O. (6) Given the product [CH2:9]([N:8]([CH2:13][CH2:14][CH2:15][CH3:16])[C:6]1[N:7]=[C:2]([C:38]2[CH:47]=[CH:46][C:41]([C:42]([O:44][CH3:45])=[O:43])=[CH:40][C:39]=2[C:48]([N:50]2[CH2:59][CH2:58][C:57]3[C:52](=[CH:53][CH:54]=[CH:55][CH:56]=3)[CH2:51]2)=[O:49])[CH:3]=[CH:4][CH:5]=1)[CH2:10][CH2:11][CH3:12], predict the reactants needed to synthesize it. The reactants are: Br[C:2]1[N:7]=[C:6]([N:8]([CH2:13][CH2:14][CH2:15][CH3:16])[CH2:9][CH2:10][CH2:11][CH3:12])[CH:5]=[CH:4][CH:3]=1.P([O-])([O-])([O-])=O.[K+].[K+].[K+].C(N(CCCC)C(C1N=C([C:38]2[CH:47]=[CH:46][C:41]([C:42]([O:44][CH3:45])=[O:43])=[CH:40][C:39]=2[C:48]([N:50]2[CH2:59][CH2:58][C:57]3[C:52](=[CH:53][CH:54]=[CH:55][CH:56]=3)[CH2:51]2)=[O:49])C=CC=1)=O)CCC. (7) Given the product [N+:15]([C:5]1[CH:4]=[CH:3][C:2]([C:18]#[N:19])=[N:7][C:6]=1[O:8][CH:9]1[CH2:14][CH2:13][O:12][CH2:11][CH2:10]1)([O-:17])=[O:16], predict the reactants needed to synthesize it. The reactants are: Cl[C:2]1[N:7]=[C:6]([O:8][CH:9]2[CH2:14][CH2:13][O:12][CH2:11][CH2:10]2)[C:5]([N+:15]([O-:17])=[O:16])=[CH:4][CH:3]=1.[CH3:18][N:19](C=O)C.